The task is: Predict the reactants needed to synthesize the given product.. This data is from Full USPTO retrosynthesis dataset with 1.9M reactions from patents (1976-2016). (1) Given the product [F:35][C:36]1[CH:43]=[C:42]([C:44]2[CH:53]=[CH:52][C:51]3[C:46](=[CH:47][CH:48]=[CH:49][CH:50]=3)[CH:45]=2)[CH:41]=[CH:40][C:37]=1[CH:38]=[CH:7][C:6]1[CH:5]=[CH:4][C:3]([F:2])=[CH:28][CH:27]=1, predict the reactants needed to synthesize it. The reactants are: [Br-].[F:2][C:3]1[CH:28]=[CH:27][C:6]([CH2:7][P+](C2C=CC=CC=2)(C2C=CC=CC=2)C2C=CC=CC=2)=[CH:5][CH:4]=1.CC(C)([O-])C.[K+].[F:35][C:36]1[CH:43]=[C:42]([C:44]2[CH:53]=[CH:52][C:51]3[C:46](=[CH:47][CH:48]=[CH:49][CH:50]=3)[CH:45]=2)[CH:41]=[CH:40][C:37]=1[CH:38]=O.O. (2) Given the product [CH3:17][C:18]1([CH3:34])[C:22]([CH3:24])([CH3:23])[O:21][B:20]([C:2]2[CH:3]=[C:4]([S:8]([N:11]3[CH2:16][CH2:15][O:14][CH2:13][CH2:12]3)(=[O:10])=[O:9])[CH:5]=[CH:6][CH:7]=2)[O:19]1, predict the reactants needed to synthesize it. The reactants are: Br[C:2]1[CH:3]=[C:4]([S:8]([N:11]2[CH2:16][CH2:15][O:14][CH2:13][CH2:12]2)(=[O:10])=[O:9])[CH:5]=[CH:6][CH:7]=1.[CH3:17][C:18]1([CH3:34])[C:22]([CH3:24])([CH3:23])[O:21][B:20]([B:20]2[O:21][C:22]([CH3:24])([CH3:23])[C:18]([CH3:34])([CH3:17])[O:19]2)[O:19]1.CC([O-])=O.[K+].O. (3) The reactants are: [C:1]([C:3]1[CH:11]=[CH:10][N:9]=[C:8]2[C:4]=1[CH:5]=[CH:6][NH:7]2)#[N:2].[Br-:12].[Br-:13].[Br-].[NH+]1C=CC=CC=1.[NH+]1C=CC=CC=1.[NH+]1C=CC=CC=1.[OH2:33]. Given the product [Br:12][C:5]1([Br:13])[C:4]2[C:3]([C:1]#[N:2])=[CH:11][CH:10]=[N:9][C:8]=2[NH:7][C:6]1=[O:33], predict the reactants needed to synthesize it. (4) Given the product [CH:10]([O:9][C:4]1[CH:3]=[C:2]([F:1])[CH:7]=[C:6]([F:8])[CH:5]=1)=[CH2:11], predict the reactants needed to synthesize it. The reactants are: [F:1][C:2]1[CH:3]=[C:4]([OH:9])[CH:5]=[C:6]([F:8])[CH:7]=1.[CH:10](CC([O-])=O)=[CH2:11].C([O-])([O-])=O.[Na+].[Na+].